From a dataset of Reaction yield outcomes from USPTO patents with 853,638 reactions. Predict the reaction yield, written as a fraction of the theoretical maximum amount of product (1.0 means a 100% yield; for example, 0.34 means a 34% yield). The reactants are [N+:1]([C:4]1[CH:9]=[CH:8][C:7]([N:10]2[CH2:15][CH2:14][NH:13][CH2:12][CH2:11]2)=[CH:6][CH:5]=1)([O-:3])=[O:2].[N:16]1[CH:21]=[CH:20][CH:19]=[C:18]([S:22](Cl)(=[O:24])=[O:23])[CH:17]=1. The catalyst is N1C=CC=CC=1.C1COCC1. The product is [N+:1]([C:4]1[CH:5]=[CH:6][C:7]([N:10]2[CH2:15][CH2:14][N:13]([S:22]([C:18]3[CH:17]=[N:16][CH:21]=[CH:20][CH:19]=3)(=[O:24])=[O:23])[CH2:12][CH2:11]2)=[CH:8][CH:9]=1)([O-:3])=[O:2]. The yield is 0.390.